Predict the reaction yield, written as a fraction of the theoretical maximum amount of product (1.0 means a 100% yield; for example, 0.34 means a 34% yield). From a dataset of Reaction yield outcomes from USPTO patents with 853,638 reactions. (1) The reactants are [O:1]=[C:2]1[C:6]2([CH2:11][CH2:10][N:9]([CH2:12][CH2:13][CH2:14][N:15]3[C:19]4[CH:20]=[CH:21][CH:22]=[CH:23][C:18]=4[NH:17][C:16]3=[O:24])[CH2:8][CH2:7]2)[N:5]([C:25]2[CH:30]=[CH:29][CH:28]=[CH:27][CH:26]=2)[CH2:4][N:3]1[CH2:31][CH2:32][CH2:33][CH2:34][CH2:35][C:36]([O:38]CC1C=CC=CC=1)=[O:37]. The catalyst is [Pd].C(OCC)(=O)C.CO. The product is [O:1]=[C:2]1[C:6]2([CH2:7][CH2:8][N:9]([CH2:12][CH2:13][CH2:14][N:15]3[C:19]4[CH:20]=[CH:21][CH:22]=[CH:23][C:18]=4[NH:17][C:16]3=[O:24])[CH2:10][CH2:11]2)[N:5]([C:25]2[CH:30]=[CH:29][CH:28]=[CH:27][CH:26]=2)[CH2:4][N:3]1[CH2:31][CH2:32][CH2:33][CH2:34][CH2:35][C:36]([OH:38])=[O:37]. The yield is 0.420. (2) The reactants are [N+:1]([C:4]1[CH:15]=[CH:14][CH:13]=[CH:12][C:5]=1[O:6][CH:7]1[CH2:11][CH2:10][O:9][CH2:8]1)([O-])=O. The catalyst is C(O)C. The product is [O:9]1[CH2:10][CH2:11][CH:7]([O:6][C:5]2[CH:12]=[CH:13][CH:14]=[CH:15][C:4]=2[NH2:1])[CH2:8]1. The yield is 0.900. (3) The reactants are [CH2:1]([N:8]([CH2:12][C:13]1[N:14]=[CH:15][NH:16][C:17]=1[C:18]([O:20][CH3:21])=[O:19])[CH2:9][CH2:10]O)[C:2]1[CH:7]=[CH:6][CH:5]=[CH:4][CH:3]=1.S(Cl)([Cl:24])=O. The catalyst is C(Cl)Cl. The product is [ClH:24].[CH2:1]([N:8]([CH2:12][C:13]1[N:14]=[CH:15][NH:16][C:17]=1[C:18]([O:20][CH3:21])=[O:19])[CH2:9][CH2:10][Cl:24])[C:2]1[CH:7]=[CH:6][CH:5]=[CH:4][CH:3]=1. The yield is 1.00.